Task: Predict the product of the given reaction.. Dataset: Forward reaction prediction with 1.9M reactions from USPTO patents (1976-2016) Given the reactants [F:1][C:2]1[C:15]2[O:14][C:13]3[C:8](=[CH:9][C:10](B4OC(C)(C)C(C)(C)O4)=[CH:11][CH:12]=3)[C@@:7]3([CH2:28][O:27][C:26]([NH2:29])=[N:25]3)[C:6]=2[CH:5]=[C:4]([O:30][CH3:31])[CH:3]=1.Cl[C:33]1[CH:38]=[N:37][CH:36]=[C:35]([C:39]#[C:40][CH3:41])[N:34]=1.C(=O)([O-])[O-].[K+].[K+], predict the reaction product. The product is: [F:1][C:2]1[C:15]2[O:14][C:13]3[C:8](=[CH:9][C:10]([C:33]4[CH:38]=[N:37][CH:36]=[C:35]([C:39]#[C:40][CH3:41])[N:34]=4)=[CH:11][CH:12]=3)[C@@:7]3([CH2:28][O:27][C:26]([NH2:29])=[N:25]3)[C:6]=2[CH:5]=[C:4]([O:30][CH3:31])[CH:3]=1.